This data is from Reaction yield outcomes from USPTO patents with 853,638 reactions. The task is: Predict the reaction yield, written as a fraction of the theoretical maximum amount of product (1.0 means a 100% yield; for example, 0.34 means a 34% yield). (1) The reactants are [C:1]1(B(O)O)[CH:6]=[CH:5][CH:4]=[CH:3][CH:2]=1.C(=O)([O-])[O-].[Na+].[Na+].Br[C:17]1[C:18]([N:35]2[CH2:40][CH2:39][CH2:38][C@@H:37]([NH:41][C:42](=[O:48])[O:43][C:44]([CH3:47])([CH3:46])[CH3:45])[CH2:36]2)=[C:19]2[C:25]([NH:26][C:27](=[O:34])[C:28]3[CH:33]=[CH:32][CH:31]=[N:30][CH:29]=3)=[CH:24][NH:23][C:20]2=[N:21][CH:22]=1.CC#N.O. The catalyst is O1CCOCC1.C1C=CC([P]([Pd]([P](C2C=CC=CC=2)(C2C=CC=CC=2)C2C=CC=CC=2)([P](C2C=CC=CC=2)(C2C=CC=CC=2)C2C=CC=CC=2)[P](C2C=CC=CC=2)(C2C=CC=CC=2)C2C=CC=CC=2)(C2C=CC=CC=2)C2C=CC=CC=2)=CC=1. The product is [C:27]([NH:26][C:25]1[C:19]2[C:20](=[N:21][CH:22]=[C:17]([C:1]3[CH:6]=[CH:5][CH:4]=[CH:3][CH:2]=3)[C:18]=2[N:35]2[CH2:40][CH2:39][CH2:38][C@@H:37]([NH:41][C:42](=[O:48])[O:43][C:44]([CH3:46])([CH3:45])[CH3:47])[CH2:36]2)[NH:23][CH:24]=1)(=[O:34])[C:28]1[CH:33]=[CH:32][CH:31]=[N:30][CH:29]=1. The yield is 0.600. (2) The reactants are Cl.[Cl:2][C:3]1[CH:17]=[CH:16][C:6]2[NH:7][C:8]3[S:9][CH:10]=[CH:11][C:12]=3[C:13]([NH2:15])=[N:14][C:5]=2[CH:4]=1.[CH3:18][O:19][CH2:20][CH2:21][CH2:22][C@H:23]1[CH2:28]N[CH2:26][CH2:25][NH:24]1.CS(C)=O.C1(C)C=CC=CC=1. The product is [Cl:2][C:3]1[CH:17]=[CH:16][C:6]2[NH:7][C:8]3[S:9][CH:10]=[CH:11][C:12]=3[C:13]([N:15]3[CH2:26][CH2:25][NH:24][C@@H:23]([CH2:22][CH2:21][CH2:20][O:19][CH3:18])[CH2:28]3)=[N:14][C:5]=2[CH:4]=1. The yield is 0.260. The catalyst is C(OCC)(=O)C.